This data is from Catalyst prediction with 721,799 reactions and 888 catalyst types from USPTO. The task is: Predict which catalyst facilitates the given reaction. (1) Reactant: S([O-])([O-])=O.[Na+].[Na+].BrBr.[Br:9][C:10]1[CH:23]=[CH:22][C:21]2[O:20][C:19]3[C:14](=[CH:15][C:16](Br)=[CH:17][CH:18]=3)[C:13](=[O:25])[C:12]=2[CH:11]=1. Product: [Br:9][C:10]1[CH:23]=[CH:22][C:21]2[O:20][C:19]3[C:14](=[CH:15][CH:16]=[CH:17][CH:18]=3)[C:13](=[O:25])[C:12]=2[CH:11]=1. The catalyst class is: 22. (2) Reactant: [F:1][C:2]([F:28])([F:27])[C:3]1[CH:4]=[C:5]([CH:20]=[C:21]([C:23]([F:26])([F:25])[F:24])[CH:22]=1)[C:6]([NH:8][CH2:9][CH:10]1[CH2:15][CH2:14][N:13]([CH2:16][C:17](O)=[O:18])[CH2:12][CH2:11]1)=[O:7].[CH:29]1([NH2:34])[CH2:33][CH2:32][CH2:31][CH2:30]1.CN(C(ON1N=NC2C=CC=NC1=2)=[N+](C)C)C.F[P-](F)(F)(F)(F)F.C([O-])(O)=O.[Na+]. Product: [CH:29]1([NH:34][C:17](=[O:18])[CH2:16][N:13]2[CH2:12][CH2:11][CH:10]([CH2:9][NH:8][C:6](=[O:7])[C:5]3[CH:20]=[C:21]([C:23]([F:25])([F:26])[F:24])[CH:22]=[C:3]([C:2]([F:27])([F:1])[F:28])[CH:4]=3)[CH2:15][CH2:14]2)[CH2:33][CH2:32][CH2:31][CH2:30]1. The catalyst class is: 31. (3) Reactant: C[O:2][C:3]([C:5]1[S:6][C:7]2[C:8]([F:26])([F:25])[CH2:9][O:10][C:11]3[CH:18]=[CH:17][C:16]([C:19]#[C:20][C:21]([OH:24])([CH3:23])[CH3:22])=[CH:15][C:12]=3[C:13]=2[N:14]=1)=O.[NH3:27].CO. Product: [F:25][C:8]1([F:26])[C:7]2[S:6][C:5]([C:3]([NH2:27])=[O:2])=[N:14][C:13]=2[C:12]2[CH:15]=[C:16]([C:19]#[C:20][C:21]([OH:24])([CH3:23])[CH3:22])[CH:17]=[CH:18][C:11]=2[O:10][CH2:9]1. The catalyst class is: 1. (4) Reactant: [NH2:1][C:2]1[C:7]([C:8]#[N:9])=[C:6]([NH:10][C@H:11]([C:13]2[N:17]([CH3:18])[C:16]3[C:19](Br)=[C:20]([F:23])[CH:21]=[CH:22][C:15]=3[N:14]=2)[CH3:12])[N:5]=[CH:4][N:3]=1.[CH3:25][N:26]1[CH:30]=[C:29](B2OC(C)(C)C(C)(C)O2)[CH:28]=[N:27]1.C(=O)([O-])[O-].[Cs+].[Cs+]. Product: [NH2:1][C:2]1[C:7]([C:8]#[N:9])=[C:6]([NH:10][C@H:11]([C:13]2[N:17]([CH3:18])[C:16]3[C:19]([C:29]4[CH:28]=[N:27][N:26]([CH3:25])[CH:30]=4)=[C:20]([F:23])[CH:21]=[CH:22][C:15]=3[N:14]=2)[CH3:12])[N:5]=[CH:4][N:3]=1. The catalyst class is: 70. (5) Reactant: [OH:1][C:2]1[CH:3]=[C:4]([CH2:8][CH2:9][C:10]([O:12][CH3:13])=[O:11])[CH:5]=[CH:6][CH:7]=1.C(=O)([O-])[O-].[Cs+].[Cs+].[Br:20][C:21]1[CH:26]=[CH:25][C:24]([CH2:27]Cl)=[CH:23][C:22]=1[CH3:29]. Product: [Br:20][C:21]1[CH:26]=[CH:25][C:24]([CH2:27][O:1][C:2]2[CH:3]=[C:4]([CH2:8][CH2:9][C:10]([O:12][CH3:13])=[O:11])[CH:5]=[CH:6][CH:7]=2)=[CH:23][C:22]=1[CH3:29]. The catalyst class is: 18. (6) Reactant: Cl.[CH3:2][O:3][NH:4][CH3:5].Cl.C(N=C=NCCCN(C)C)C.O.N1(O)C2C=CC=CC=2N=N1.C(N(CC)CC)C.[C:36]([O:40][C:41]([N:43]1[CH2:48][CH2:47][CH:46]([CH2:49][C:50]([OH:52])=O)[CH2:45][CH2:44]1)=[O:42])([CH3:39])([CH3:38])[CH3:37]. Product: [CH3:2][O:3][N:4]([CH3:5])[C:50](=[O:52])[CH2:49][CH:46]1[CH2:45][CH2:44][N:43]([C:41]([O:40][C:36]([CH3:37])([CH3:38])[CH3:39])=[O:42])[CH2:48][CH2:47]1. The catalyst class is: 2.